Dataset: NCI-60 drug combinations with 297,098 pairs across 59 cell lines. Task: Regression. Given two drug SMILES strings and cell line genomic features, predict the synergy score measuring deviation from expected non-interaction effect. (1) Drug 1: CC1CC(C(C(C=C(C(C(C=CC=C(C(=O)NC2=CC(=O)C(=C(C1)C2=O)OC)C)OC)OC(=O)N)C)C)O)OC. Drug 2: CCC1=C2N=C(C=C(N2N=C1)NCC3=C[N+](=CC=C3)[O-])N4CCCCC4CCO. Cell line: NCIH23. Synergy scores: CSS=73.7, Synergy_ZIP=0.0170, Synergy_Bliss=-2.33, Synergy_Loewe=-3.65, Synergy_HSA=0.942. (2) Drug 1: C1=NC2=C(N=C(N=C2N1C3C(C(C(O3)CO)O)F)Cl)N. Drug 2: CCC1=C2CN3C(=CC4=C(C3=O)COC(=O)C4(CC)O)C2=NC5=C1C=C(C=C5)O. Synergy scores: CSS=3.83, Synergy_ZIP=-1.17, Synergy_Bliss=1.41, Synergy_Loewe=-11.1, Synergy_HSA=-3.05. Cell line: UACC-257. (3) Drug 1: CC1=C(C=C(C=C1)C(=O)NC2=CC(=CC(=C2)C(F)(F)F)N3C=C(N=C3)C)NC4=NC=CC(=N4)C5=CN=CC=C5. Drug 2: CC1CCC2CC(C(=CC=CC=CC(CC(C(=O)C(C(C(=CC(C(=O)CC(OC(=O)C3CCCCN3C(=O)C(=O)C1(O2)O)C(C)CC4CCC(C(C4)OC)OCCO)C)C)O)OC)C)C)C)OC. Cell line: NCI-H460. Synergy scores: CSS=11.6, Synergy_ZIP=-0.149, Synergy_Bliss=1.64, Synergy_Loewe=-11.8, Synergy_HSA=-2.36. (4) Drug 1: CNC(=O)C1=CC=CC=C1SC2=CC3=C(C=C2)C(=NN3)C=CC4=CC=CC=N4. Drug 2: C1CC(=O)NC(=O)C1N2CC3=C(C2=O)C=CC=C3N. Cell line: SK-MEL-5. Synergy scores: CSS=-7.30, Synergy_ZIP=4.04, Synergy_Bliss=-1.53, Synergy_Loewe=-7.76, Synergy_HSA=-8.15. (5) Drug 1: CN(CC1=CN=C2C(=N1)C(=NC(=N2)N)N)C3=CC=C(C=C3)C(=O)NC(CCC(=O)O)C(=O)O. Drug 2: C1CN1P(=S)(N2CC2)N3CC3. Cell line: SNB-75. Synergy scores: CSS=26.0, Synergy_ZIP=-3.68, Synergy_Bliss=-4.51, Synergy_Loewe=-10.4, Synergy_HSA=-2.47.